This data is from Forward reaction prediction with 1.9M reactions from USPTO patents (1976-2016). The task is: Predict the product of the given reaction. (1) The product is: [F:1][C:2]1[CH:3]=[CH:4][C:5]([N:8]2[C:16]3[C:11](=[CH:12][C:13]([NH:17][CH2:18][C@@H:19]([NH2:22])[CH2:20][CH3:21])=[CH:14][CH:15]=3)[CH:10]=[N:9]2)=[CH:6][CH:7]=1. Given the reactants [F:1][C:2]1[CH:7]=[CH:6][C:5]([N:8]2[C:16]3[C:11](=[CH:12][C:13]([NH:17][CH2:18][C@@H:19]([NH:22]S(C4C=CC=CC=4[N+]([O-])=O)(=O)=O)[CH2:20][CH3:21])=[CH:14][CH:15]=3)[CH:10]=[N:9]2)=[CH:4][CH:3]=1.C([O-])([O-])=O.[K+].[K+].C1(S)C=CC=CC=1.Cl, predict the reaction product. (2) Given the reactants [N:1]1[O:2][N:3]=[C:4]2[C:9]([CH:10]=O)=[CH:8][CH:7]=[CH:6][C:5]=12.[NH2:12][C:13]1[CH:17]=[CH:16][NH:15][N:14]=1.[C:18]([CH2:26][C:27]([O:29][CH2:30][CH3:31])=[O:28])(=O)[C:19]1[CH:24]=[CH:23][CH:22]=[CH:21][CH:20]=1, predict the reaction product. The product is: [N:1]1[O:2][N:3]=[C:4]2[C:9]([CH:10]3[C:26]([C:27]([O:29][CH2:30][CH3:31])=[O:28])=[C:18]([C:19]4[CH:20]=[CH:21][CH:22]=[CH:23][CH:24]=4)[NH:12][C:13]4=[N:14][NH:15][CH:16]=[C:17]34)=[CH:8][CH:7]=[CH:6][C:5]=12.